Dataset: KCNQ2 potassium channel screen with 302,405 compounds. Task: Binary Classification. Given a drug SMILES string, predict its activity (active/inactive) in a high-throughput screening assay against a specified biological target. (1) The compound is O=C(Nc1n(nc(c1)c1ccccc1)C)Nc1cc(cc(c1)C)C. The result is 0 (inactive). (2) The compound is S1(=O)(=O)CC2SC(=S)N(C2=C1)C(C)C. The result is 0 (inactive). (3) The molecule is O=C(NC(c1cc([N+]([O-])=O)c(NCc2ncccc2)cc1)CC(=O)N)c1c(OC)ccc(OC)c1. The result is 0 (inactive). (4) The molecule is FCCCOc1ccc(c2nc(c3ccc(OC)cc3)ccn2)cc1. The result is 0 (inactive). (5) The compound is Clc1nc2c(C(C)C)cccc2c(c1)C. The result is 0 (inactive). (6) The molecule is S(CC(=O)Nc1ccc(CC)cc1)c1[nH]c(N)c(NC(=O)c2cc(F)c(F)cc2)c(=O)n1. The result is 0 (inactive). (7) The molecule is S1\C(C(=O)N(CC(=O)NC(C)(C)C)C1=S)=C\c1cc(OC)c(OC)c(OC)c1. The result is 0 (inactive). (8) The drug is O(CCCN1C(=O)c2c(C1=O)cccc2)c1cc2oc(=O)cc(c2cc1)C. The result is 0 (inactive).